Predict the product of the given reaction. From a dataset of Forward reaction prediction with 1.9M reactions from USPTO patents (1976-2016). (1) Given the reactants [CH3:1][CH:2]1[CH2:7][N:6]([C:8]2[CH:13]=[CH:12][C:11]([N+:14]([O-])=O)=[CH:10][CH:9]=2)[CH2:5][CH2:4][N:3]1[C:17]([O:19][C:20]([CH3:23])([CH3:22])[CH3:21])=[O:18].[H][H], predict the reaction product. The product is: [NH2:14][C:11]1[CH:12]=[CH:13][C:8]([N:6]2[CH2:5][CH2:4][N:3]([C:17]([O:19][C:20]([CH3:23])([CH3:22])[CH3:21])=[O:18])[CH:2]([CH3:1])[CH2:7]2)=[CH:9][CH:10]=1. (2) Given the reactants [Al+3].[Cl-].[Cl-].[Cl-].[CH3:5][C:6]([N:23]1[CH2:28][CH2:27][O:26][CH2:25][CH2:24]1)([CH3:22])[C:7]([C:9]1[CH:14]=[CH:13][C:12]([S:15][C:16]2[CH:21]=[CH:20][CH:19]=[CH:18][CH:17]=2)=[CH:11][CH:10]=1)=[O:8].[Br:29][C:30]([CH3:35])([CH3:34])[C:31](Br)=[O:32], predict the reaction product. The product is: [Br:29][C:30]([CH3:35])([CH3:34])[C:31]([C:19]1[CH:20]=[CH:21][C:16]([S:15][C:12]2[CH:13]=[CH:14][C:9]([C:7](=[O:8])[C:6]([CH3:5])([N:23]3[CH2:24][CH2:25][O:26][CH2:27][CH2:28]3)[CH3:22])=[CH:10][CH:11]=2)=[CH:17][CH:18]=1)=[O:32]. (3) Given the reactants C(O[CH:4]=[C:5]([C:11]([O:13]CC)=O)[C:6]([O:8][CH2:9][CH3:10])=[O:7])C.[C:16]([CH2:18][C:19]([N:21]1[CH2:26][CH2:25][CH:24]([C:27]([O:29][C:30]([CH3:33])([CH3:32])[CH3:31])=[O:28])[CH2:23][CH2:22]1)=[NH:20])#[N:17], predict the reaction product. The product is: [C:30]([O:29][C:27]([CH:24]1[CH2:23][CH2:22][N:21]([C:19]2[NH:20][C:11](=[O:13])[C:5]([C:6]([O:8][CH2:9][CH3:10])=[O:7])=[CH:4][C:18]=2[C:16]#[N:17])[CH2:26][CH2:25]1)=[O:28])([CH3:33])([CH3:31])[CH3:32].